This data is from Reaction yield outcomes from USPTO patents with 853,638 reactions. The task is: Predict the reaction yield, written as a fraction of the theoretical maximum amount of product (1.0 means a 100% yield; for example, 0.34 means a 34% yield). (1) The reactants are [C:1]1(=O)[CH2:6][CH2:5][CH2:4][CH2:3][CH2:2]1.[NH:8]1[C:16]2[C:11](=[CH:12][CH:13]=[C:14]([C:17]([OH:19])=[O:18])[CH:15]=2)[CH:10]=[CH:9]1.C[O-].[Na+]. The catalyst is CO. The product is [C:1]1([C:10]2[C:11]3[C:16](=[CH:15][C:14]([C:17]([OH:19])=[O:18])=[CH:13][CH:12]=3)[NH:8][CH:9]=2)[CH2:6][CH2:5][CH2:4][CH2:3][CH:2]=1. The yield is 0.975. (2) The reactants are N(C(OCC)=O)=NC(OCC)=O.[Cl:13][C:14]1[CH:33]=[CH:32][C:17]([NH:18][C:19]2[C:28]3[C:23](=[CH:24][C:25]([OH:31])=[C:26]([O:29][CH3:30])[CH:27]=3)[N:22]=[CH:21][N:20]=2)=[C:16]([F:34])[CH:15]=1.C1(P(C2C=CC=CC=2)C2C=CC=CC=2)C=CC=CC=1.[CH3:54][C:55]1[CH:60]=[C:59]([N:61]([CH2:63][CH2:64]O)[CH3:62])[CH:58]=[C:57]([CH3:66])[N:56]=1.[O-2].[Al+3].[O-2].[O-2].[Al+3]. The catalyst is C(Cl)Cl.CO. The product is [Cl:13][C:14]1[CH:33]=[CH:32][C:17]([NH:18][C:19]2[C:28]3[C:23](=[CH:24][C:25]([O:31][CH2:64][CH2:63][N:61]([C:59]4[CH:58]=[C:57]([CH3:66])[N:56]=[C:55]([CH3:54])[CH:60]=4)[CH3:62])=[C:26]([O:29][CH3:30])[CH:27]=3)[N:22]=[CH:21][N:20]=2)=[C:16]([F:34])[CH:15]=1. The yield is 0.610. (3) The reactants are [CH3:1][O:2][C:3](=[O:22])[C:4]1[CH:9]=[C:8]([N+:10]([O-])=O)[C:7]([NH2:13])=[C:6]([F:14])[C:5]=1[NH:15][C:16]1[CH:21]=[CH:20][CH:19]=[CH:18][CH:17]=1.C([O-])=O.[NH4+]. The catalyst is C(O)C.[OH-].[OH-].[Pd+2]. The product is [CH3:1][O:2][C:3](=[O:22])[C:4]1[CH:9]=[C:8]([NH2:10])[C:7]([NH2:13])=[C:6]([F:14])[C:5]=1[NH:15][C:16]1[CH:17]=[CH:18][CH:19]=[CH:20][CH:21]=1. The yield is 0.930. (4) The reactants are [Br:1][C:2]1[C:10]2[C:5](=[N:6][CH:7]=[N:8][C:9]=2[NH:11][CH2:12][C:13]2[CH:18]=[CH:17][C:16]([O:19][CH3:20])=[CH:15][C:14]=2[O:21][CH3:22])[N:4]([C@@H:23]2[CH2:31][CH2:30][CH2:29][C:28]3[N:27](S(C4C=CC(C)=CC=4)(=O)=O)[N:26]=[CH:25][C:24]2=3)[N:3]=1. The catalyst is C1COCC1. The product is [Br:1][C:2]1[C:10]2[C:5](=[N:6][CH:7]=[N:8][C:9]=2[NH:11][CH2:12][C:13]2[CH:18]=[CH:17][C:16]([O:19][CH3:20])=[CH:15][C:14]=2[O:21][CH3:22])[N:4]([C@@H:23]2[CH2:31][CH2:30][CH2:29][C:28]3[NH:27][N:26]=[CH:25][C:24]2=3)[N:3]=1. The yield is 0.923. (5) The reactants are [C:1]([O:5][C:6]([NH:8][CH2:9][CH:10]([S:20]C(=O)C)[CH2:11][NH:12][C:13]([O:15][C:16]([CH3:19])([CH3:18])[CH3:17])=[O:14])=[O:7])([CH3:4])([CH3:3])[CH3:2].C(=O)([O-])[O-].[K+].[K+]. The catalyst is CO. The product is [C:1]([O:5][C:6]([NH:8][CH2:9][CH:10]([SH:20])[CH2:11][NH:12][C:13]([O:15][C:16]([CH3:19])([CH3:18])[CH3:17])=[O:14])=[O:7])([CH3:4])([CH3:3])[CH3:2]. The yield is 0.900. (6) The product is [Cl:32][C:33]1[CH:41]=[CH:40][C:36]([C:37]([NH:2][CH2:3][C:4]2[CH:12]=[CH:11][CH:10]=[C:9]3[C:5]=2[C:6](=[O:22])[N:7]([CH:14]2[CH2:19][CH2:18][C:17](=[O:20])[NH:16][C:15]2=[O:21])[C:8]3=[O:13])=[O:38])=[CH:35][CH:34]=1. The yield is 0.520. The catalyst is C(Cl)Cl. The reactants are Cl.[NH2:2][CH2:3][C:4]1[CH:12]=[CH:11][CH:10]=[C:9]2[C:5]=1[C:6](=[O:22])[N:7]([CH:14]1[CH2:19][CH2:18][C:17](=[O:20])[NH:16][C:15]1=[O:21])[C:8]2=[O:13].C(N(C(C)C)CC)(C)C.[Cl:32][C:33]1[CH:41]=[CH:40][C:36]([C:37](Cl)=[O:38])=[CH:35][CH:34]=1. (7) The reactants are [NH2:1][C:2]1[CH:21]=[CH:20][C:5]([O:6][CH2:7][CH2:8][CH2:9][N:10]2[CH:19]=[CH:18][C:17]3[C:12](=[CH:13][CH:14]=[CH:15][CH:16]=3)[CH2:11]2)=[CH:4][C:3]=1[N+:22]([O-])=O. The catalyst is CCO. The product is [NH2:22][C:3]1[CH:4]=[C:5]([CH:20]=[CH:21][C:2]=1[NH2:1])[O:6][CH2:7][CH2:8][CH2:9][N:10]1[CH2:19][CH2:18][C:17]2[C:12](=[CH:13][CH:14]=[CH:15][CH:16]=2)[CH2:11]1. The yield is 0.970. (8) The reactants are C(N=C=NCCCN(C)C)C.[CH2:12]([O:32][CH:33]([CH2:37][CH3:38])[C:34]([OH:36])=[O:35])[CH2:13][CH2:14][CH2:15]/[CH:16]=[CH:17]\[CH2:18]/[CH:19]=[CH:20]\[CH2:21]/[CH:22]=[CH:23]\[CH2:24]/[CH:25]=[CH:26]\[CH2:27]/[CH:28]=[CH:29]\[CH2:30][CH3:31].O[C:40]1[CH:52]=[CH:51][CH:50]=[CH:49][C:41]=1[C:42]([O:44][C:45]([CH3:48])([CH3:47])[CH3:46])=[O:43]. The catalyst is CN(C)C1C=CN=CC=1.C(Cl)Cl.[Cl-].[Na+].O. The product is [CH2:12]([O:32][CH:33]([CH2:37][CH3:38])[C:34]([O:36][C:49]1[CH:50]=[CH:51][CH:52]=[CH:40][C:41]=1[C:42]([O:44][C:45]([CH3:48])([CH3:47])[CH3:46])=[O:43])=[O:35])[CH2:13][CH2:14][CH2:15]/[CH:16]=[CH:17]\[CH2:18]/[CH:19]=[CH:20]\[CH2:21]/[CH:22]=[CH:23]\[CH2:24]/[CH:25]=[CH:26]\[CH2:27]/[CH:28]=[CH:29]\[CH2:30][CH3:31]. The yield is 0.610. (9) The reactants are [C:1]([O:5][C:6](=[O:36])[NH:7][C@@H:8]([CH2:26][C:27]1[C:35]2[C:30](=[CH:31][CH:32]=[CH:33][CH:34]=2)[NH:29][CH:28]=1)[CH2:9][O:10][C:11]1[CH:12]=[N:13][CH:14]=[C:15]([C:17]2[CH:22]=[CH:21][C:20](F)=[C:19]([C:24]#[N:25])[CH:18]=2)[CH:16]=1)([CH3:4])([CH3:3])[CH3:2].[NH2:37][NH2:38]. The catalyst is [Cl-].[Na+].O. The product is [C:1]([O:5][C:6](=[O:36])[NH:7][C@@H:8]([CH2:26][C:27]1[C:35]2[C:30](=[CH:31][CH:32]=[CH:33][CH:34]=2)[NH:29][CH:28]=1)[CH2:9][O:10][C:11]1[CH:12]=[N:13][CH:14]=[C:15]([C:17]2[CH:18]=[C:19]3[C:20](=[CH:21][CH:22]=2)[NH:38][N:37]=[C:24]3[NH2:25])[CH:16]=1)([CH3:4])([CH3:2])[CH3:3]. The yield is 0.840.